This data is from Forward reaction prediction with 1.9M reactions from USPTO patents (1976-2016). The task is: Predict the product of the given reaction. (1) Given the reactants [Cl:1][C:2]1[CH:7]=[C:6]([Cl:8])[CH:5]=[CH:4][C:3]=1[N:9]([CH3:29])[C:10]([C:12]1[S:21][C:20]2[C:19]3[CH:22]=[C:23]([C:26]([OH:28])=O)[CH:24]=[CH:25][C:18]=3[O:17][CH2:16][CH2:15][C:14]=2[CH:13]=1)=[O:11].[CH2:30]([CH2:32][NH2:33])[OH:31], predict the reaction product. The product is: [Cl:1][C:2]1[CH:7]=[C:6]([Cl:8])[CH:5]=[CH:4][C:3]=1[N:9]([CH3:29])[C:10]([C:12]1[S:21][C:20]2[C:19]3[CH:22]=[C:23]([C:26]([NH:33][CH2:32][CH2:30][OH:31])=[O:28])[CH:24]=[CH:25][C:18]=3[O:17][CH2:16][CH2:15][C:14]=2[CH:13]=1)=[O:11]. (2) Given the reactants [F:1][C:2]1[CH:3]=[C:4]([N:9]2[C:14](=[O:15])[C:13]([CH2:16][C:17]3[CH:22]=[CH:21][C:20]([C:23]4[C:24]([C:29]#[N:30])=[CH:25][CH:26]=[CH:27][CH:28]=4)=[CH:19][CH:18]=3)=[C:12]([CH2:31][CH2:32][CH3:33])[N:11]=[C:10]2[CH3:34])[CH:5]=[CH:6][C:7]=1[OH:8].Br[CH2:36][CH:37]1[CH2:39][CH2:38]1.C(=O)([O-])[O-].[Cs+].[Cs+].C(OCC)(=O)C, predict the reaction product. The product is: [CH:37]1([CH2:36][O:8][C:7]2[CH:6]=[CH:5][C:4]([N:9]3[C:14](=[O:15])[C:13]([CH2:16][C:17]4[CH:22]=[CH:21][C:20]([C:23]5[C:24]([C:29]#[N:30])=[CH:25][CH:26]=[CH:27][CH:28]=5)=[CH:19][CH:18]=4)=[C:12]([CH2:31][CH2:32][CH3:33])[N:11]=[C:10]3[CH3:34])=[CH:3][C:2]=2[F:1])[CH2:39][CH2:38]1. (3) Given the reactants [C:1]([C:5]1[S:9]/[C:8](=[N:10]\[C:11](=[O:23])[C:12]2[CH:17]=[C:16]([C:18]([F:21])([F:20])[F:19])[CH:15]=[CH:14][C:13]=2F)/[N:7]([CH2:24][C@H:25]2[CH2:29][CH2:28][CH2:27][O:26]2)[CH:6]=1)([CH3:4])([CH3:3])[CH3:2].Cl.[C:31]([NH:35][NH2:36])([CH3:34])([CH3:33])[CH3:32].C(=O)([O-])[O-].[K+].[K+].O, predict the reaction product. The product is: [C:31]([NH:35][NH:36][C:13]1[CH:14]=[CH:15][C:16]([C:18]([F:21])([F:19])[F:20])=[CH:17][C:12]=1[C:11](/[N:10]=[C:8]1\[S:9][C:5]([C:1]([CH3:3])([CH3:2])[CH3:4])=[CH:6][N:7]\1[CH2:24][C@H:25]1[CH2:29][CH2:28][CH2:27][O:26]1)=[O:23])([CH3:34])([CH3:33])[CH3:32]. (4) Given the reactants C(OC(=O)[NH:5][C:6]1[N:15]([CH:16]([C:18]2[CH:23]=[CH:22][C:21]([O:24][CH2:25][C:26]3[CH:31]=[CH:30][C:29]([C:32]([F:35])([F:34])[F:33])=[CH:28][CH:27]=3)=[C:20]([O:36][CH3:37])[CH:19]=2)[CH3:17])[C:9]2=[N:10][CH:11]=[C:12]([I:14])[CH:13]=[C:8]2[N:7]=1)C.[O-]P([O-])([O-])=O.[K+].[K+].[K+], predict the reaction product. The product is: [I:14][C:12]1[CH:13]=[C:8]2[N:7]=[C:6]([NH2:5])[N:15]([CH:16]([C:18]3[CH:23]=[CH:22][C:21]([O:24][CH2:25][C:26]4[CH:31]=[CH:30][C:29]([C:32]([F:34])([F:35])[F:33])=[CH:28][CH:27]=4)=[C:20]([O:36][CH3:37])[CH:19]=3)[CH3:17])[C:9]2=[N:10][CH:11]=1.